From a dataset of Full USPTO retrosynthesis dataset with 1.9M reactions from patents (1976-2016). Predict the reactants needed to synthesize the given product. (1) The reactants are: [Br:1][C:2]1[CH:7]=[CH:6][N:5]=[C:4]2[NH:8][CH:9]=[CH:10][C:3]=12.[H-].[Na+].[CH3:13][Si:14]([CH3:21])([CH3:20])[CH2:15][CH2:16][O:17][CH2:18]Cl. Given the product [Br:1][C:2]1[CH:7]=[CH:6][N:5]=[C:4]2[N:8]([CH2:18][O:17][CH2:16][CH2:15][Si:14]([CH3:21])([CH3:20])[CH3:13])[CH:9]=[CH:10][C:3]=12, predict the reactants needed to synthesize it. (2) The reactants are: [Br:1][C:2]1[S:6][C:5]([C:7]([NH:9][C:10]2([C:15]([OH:17])=O)[CH2:14][CH2:13][O:12][CH2:11]2)=[O:8])=[CH:4][CH:3]=1.CN(C(ON1N=NC2C=CC=NC1=2)=[N+](C)C)C.F[P-](F)(F)(F)(F)F.CN1CCOCC1.[CH3:49][N:50]1[CH2:56][CH2:55][C:54]2[CH:57]=[C:58]([NH2:61])[CH:59]=[CH:60][C:53]=2[CH2:52][CH2:51]1.C(=O)([O-])O.[Na+]. Given the product [Br:1][C:2]1[S:6][C:5]([C:7]([NH:9][C:10]2([C:15]([NH:61][C:58]3[CH:59]=[CH:60][C:53]4[CH2:52][CH2:51][N:50]([CH3:49])[CH2:56][CH2:55][C:54]=4[CH:57]=3)=[O:17])[CH2:14][CH2:13][O:12][CH2:11]2)=[O:8])=[CH:4][CH:3]=1, predict the reactants needed to synthesize it.